This data is from SARS-CoV-2 main protease (3CLPro) crystallographic fragment screen with 879 compounds. The task is: Binary Classification. Given a drug SMILES string, predict its activity (active/inactive) in a high-throughput screening assay against a specified biological target. The molecule is CC1(CO)CCNCC1. The result is 0 (inactive).